Dataset: Reaction yield outcomes from USPTO patents with 853,638 reactions. Task: Predict the reaction yield, written as a fraction of the theoretical maximum amount of product (1.0 means a 100% yield; for example, 0.34 means a 34% yield). (1) The reactants are C(OC([N:11]1[CH2:15][C@H:14]([O:16][CH3:17])[CH2:13][C@H:12]1[CH2:18][OH:19])=O)C1C=CC=CC=1. The catalyst is CO. The product is [CH3:17][O:16][C@H:14]1[CH2:15][NH:11][C@H:12]([CH2:18][OH:19])[CH2:13]1. The yield is 0.960. (2) The reactants are [F:1][C:2]1[CH:7]=[CH:6][C:5]([C:8]2[C:9]([C:21]([F:24])([F:23])[F:22])=[C:10]3[C:15](=[C:16]([O:18]C)[CH:17]=2)[N:14]=[CH:13][NH:12][C:11]3=[O:20])=[CH:4][CH:3]=1.BrC1C(C(F)(F)F)=C2C(=C(OC)C=1)N=CNC2=O.B(Br)(Br)Br. No catalyst specified. The product is [F:1][C:2]1[CH:3]=[CH:4][C:5]([C:8]2[C:9]([C:21]([F:23])([F:22])[F:24])=[C:10]3[C:15](=[C:16]([OH:18])[CH:17]=2)[N:14]=[CH:13][NH:12][C:11]3=[O:20])=[CH:6][CH:7]=1. The yield is 0.300. (3) The reactants are [CH3:1][N+:2]([CH2:5][C@H:6]([NH2:11])[CH2:7][C:8]([O-:10])=[O:9])([CH3:4])[CH3:3].[CH3:12][C:13]1[CH:17]=[CH:16][O:15][C:14]=1[C:18]([NH:20][C:21]1[CH:36]=[CH:35][C:24]([C:25](ON2C(=O)CCC2=O)=[O:26])=[CH:23][CH:22]=1)=[O:19].CN(C=O)C.C(N(CC)CC)C. The catalyst is C(OCC)C. The product is [CH3:12][C:13]1[CH:17]=[CH:16][O:15][C:14]=1[C:18]([NH:20][C:21]1[CH:36]=[CH:35][C:24]([C:25]([NH:11][C@@H:6]([CH2:5][N+:2]([CH3:3])([CH3:4])[CH3:1])[CH2:7][C:8]([O-:10])=[O:9])=[O:26])=[CH:23][CH:22]=1)=[O:19]. The yield is 0.430. (4) The reactants are [NH2:1][CH:2]1[CH2:7][CH2:6][N:5]([CH2:8][C:9]2[CH:14]=[CH:13][CH:12]=[CH:11][CH:10]=2)[CH2:4][CH2:3]1.[CH3:15][C:16]([CH3:18])=O.C(O[BH-](OC(=O)C)OC(=O)C)(=O)C.[Na+]. The catalyst is ClCCl. The product is [CH2:8]([N:5]1[CH2:6][CH2:7][CH:2]([NH:1][CH:16]([CH3:18])[CH3:15])[CH2:3][CH2:4]1)[C:9]1[CH:14]=[CH:13][CH:12]=[CH:11][CH:10]=1. The yield is 0.960. (5) The reactants are [F:1][C:2]1[CH:3]=[C:4]([Br:9])[CH:5]=[CH:6][C:7]=1I.[F:10][C:11]1[CH:12]=[C:13](B(O)O)[CH:14]=[C:15]([F:18])[C:16]=1[F:17].C(=O)([O-])[O-].[K+].[K+].C(COC)OC. The catalyst is [Pd].C1(P(C2C=CC=CC=2)C2C=CC=CC=2)C=CC=CC=1.C1(P(C2C=CC=CC=2)C2C=CC=CC=2)C=CC=CC=1.C1(P(C2C=CC=CC=2)C2C=CC=CC=2)C=CC=CC=1.C1(P(C2C=CC=CC=2)C2C=CC=CC=2)C=CC=CC=1.O. The product is [Br:9][C:4]1[CH:5]=[CH:6][C:7]([C:13]2[CH:12]=[C:11]([F:10])[C:16]([F:17])=[C:15]([F:18])[CH:14]=2)=[C:2]([F:1])[CH:3]=1. The yield is 0.250. (6) The reactants are [OH:1][CH:2]1[CH:6]([CH2:7][O:8][C:9]([C:22]2[CH:27]=[CH:26][CH:25]=[CH:24][CH:23]=2)([C:16]2[CH:21]=[CH:20][CH:19]=[CH:18][CH:17]=2)[C:10]2[CH:15]=[CH:14][CH:13]=[CH:12][CH:11]=2)[O:5][CH:4]([N:28]2[CH:33]=[C:32]([C:34]#[C:35][Si](C)(C)C)[C:31](=[O:40])[NH:30][C:29]2=[O:41])[CH2:3]1.CCCC[N+](CCCC)(CCCC)CCCC.[F-]. The catalyst is C(#N)C. The product is [C:34]([C:32]1[C:31](=[O:40])[NH:30][C:29](=[O:41])[N:28]([CH:4]2[CH2:3][CH:2]([OH:1])[CH:6]([CH2:7][O:8][C:9]([C:22]3[CH:27]=[CH:26][CH:25]=[CH:24][CH:23]=3)([C:10]3[CH:11]=[CH:12][CH:13]=[CH:14][CH:15]=3)[C:16]3[CH:21]=[CH:20][CH:19]=[CH:18][CH:17]=3)[O:5]2)[CH:33]=1)#[CH:35]. The yield is 0.950. (7) The reactants are [NH2:1][C:2]1[N:11]=[C:10]([CH3:12])[C:9]2[C:8](=[O:13])[CH2:7][CH:6]([C:14]3[CH:19]=[CH:18][C:17]([F:20])=[CH:16][C:15]=3Br)[CH2:5][C:4]=2[N:3]=1.[F:22][C:23]1[C:28](B(O)O)=[CH:27][CH:26]=[CH:25][N:24]=1.C(=O)([O-])[O-].[K+].[K+]. The catalyst is COCCOC. The product is [NH2:1][C:2]1[N:11]=[C:10]([CH3:12])[C:9]2[C:8](=[O:13])[CH2:7][CH:6]([C:14]3[CH:19]=[CH:18][C:17]([F:20])=[CH:16][C:15]=3[C:28]3[C:23]([F:22])=[N:24][CH:25]=[CH:26][CH:27]=3)[CH2:5][C:4]=2[N:3]=1. The yield is 0.960. (8) The reactants are [CH2:1]1[CH:7]2[N:2]1[S:3](=[O:13])(=[O:12])[C:4]1[CH:11]=[CH:10][CH:9]=[CH:8][C:5]=1[CH2:6]2.C(N(CC)CC)C.[CH2:21]([NH2:24])[CH:22]=[CH2:23].[OH-].[Na+].[C:27](O[C:27]([O:29][C:30]([CH3:33])([CH3:32])[CH3:31])=[O:28])([O:29][C:30]([CH3:33])([CH3:32])[CH3:31])=[O:28]. The catalyst is O1CCCC1.O. The product is [O:12]=[S:3]1(=[O:13])[C:4]2[CH:11]=[CH:10][CH:9]=[CH:8][C:5]=2[CH2:6][CH:7]([CH2:1][N:24]([CH2:21][CH:22]=[CH2:23])[C:27](=[O:28])[O:29][C:30]([CH3:33])([CH3:32])[CH3:31])[NH:2]1. The yield is 0.630.